From a dataset of Forward reaction prediction with 1.9M reactions from USPTO patents (1976-2016). Predict the product of the given reaction. (1) Given the reactants [CH:1]1([OH:5])[CH2:4][CH2:3][CH2:2]1.[H-].[Na+].CC1C=CC(S(O[CH2:19][CH2:20][O:21][C:22]2[CH:27]=[CH:26][C:25]([CH2:28][C:29]3[CH:34]=[C:33]([Br:35])[CH:32]=[CH:31][C:30]=3[Cl:36])=[CH:24][CH:23]=2)(=O)=O)=CC=1, predict the reaction product. The product is: [Br:35][C:33]1[CH:32]=[CH:31][C:30]([Cl:36])=[C:29]([CH2:28][C:25]2[CH:26]=[CH:27][C:22]([O:21][CH2:20][CH2:19][O:5][CH:1]3[CH2:4][CH2:3][CH2:2]3)=[CH:23][CH:24]=2)[CH:34]=1. (2) Given the reactants [Cl:1][C:2]1[CH:7]=[CH:6][CH:5]=[CH:4][C:3]=1[N:8]([CH2:25][CH2:26][NH:27]C(=O)OC(C)(C)C)[C:9]([C:11]1[S:24][C:14]2[C:15]3[CH:23]=[CH:22][CH:21]=[CH:20][C:16]=3[O:17][CH2:18][CH2:19][C:13]=2[CH:12]=1)=[O:10].C(Cl)Cl.C(O)(C(F)(F)F)=O, predict the reaction product. The product is: [NH2:27][CH2:26][CH2:25][N:8]([C:3]1[CH:4]=[CH:5][CH:6]=[CH:7][C:2]=1[Cl:1])[C:9]([C:11]1[S:24][C:14]2[C:15]3[CH:23]=[CH:22][CH:21]=[CH:20][C:16]=3[O:17][CH2:18][CH2:19][C:13]=2[CH:12]=1)=[O:10].